Predict the reaction yield, written as a fraction of the theoretical maximum amount of product (1.0 means a 100% yield; for example, 0.34 means a 34% yield). From a dataset of Reaction yield outcomes from USPTO patents with 853,638 reactions. (1) The reactants are [CH3:1][C:2]1[O:6][N:5]=[C:4]([C:7]2[CH:12]=[CH:11][CH:10]=[CH:9][CH:8]=2)[C:3]=1[CH2:13][O:14][C:15]1[CH:23]=[CH:22][C:18]([C:19]([OH:21])=O)=[CH:17][N:16]=1.Cl.[NH:25]1[CH2:28][CH:27]([OH:29])[CH2:26]1.O.ON1C2C=CC=CC=2N=N1.C(N(C(C)C)C(C)C)C. The product is [OH:29][CH:27]1[CH2:28][N:25]([C:19]([C:18]2[CH:17]=[N:16][C:15]([O:14][CH2:13][C:3]3[C:4]([C:7]4[CH:8]=[CH:9][CH:10]=[CH:11][CH:12]=4)=[N:5][O:6][C:2]=3[CH3:1])=[CH:23][CH:22]=2)=[O:21])[CH2:26]1. The catalyst is C1COCC1. The yield is 0.910. (2) The reactants are [Cl:1][C:2]1[CH:15]=[C:14]([Cl:16])[C:13]([O:17][C:18]2[N:22]([CH3:23])[N:21]=[C:20]([CH3:24])[C:19]=2[CH3:25])=[CH:12][C:3]=1[CH2:4][CH:5]1[S:9][C:8](=N)[NH:7][C:6]1=[O:11].C(=O)([O-])[OH:27].[Na+]. The catalyst is Cl. The product is [Cl:1][C:2]1[CH:15]=[C:14]([Cl:16])[C:13]([O:17][C:18]2[N:22]([CH3:23])[N:21]=[C:20]([CH3:24])[C:19]=2[CH3:25])=[CH:12][C:3]=1[CH2:4][CH:5]1[S:9][C:8](=[O:27])[NH:7][C:6]1=[O:11]. The yield is 0.940. (3) The catalyst is CCOCC.CCOC(C)=O. The product is [C:17]([O:20][C:21]1[CH:29]=[CH:28][CH:27]=[CH:26][C:22]=1[C:23]([O:16][C:12]1[CH:13]=[CH:14][CH:15]=[C:10]([CH2:9][O:8][Si:1]([C:4]([CH3:7])([CH3:6])[CH3:5])([CH3:3])[CH3:2])[CH:11]=1)=[O:24])(=[O:19])[CH3:18]. The reactants are [Si:1]([O:8][CH2:9][C:10]1[CH:11]=[C:12]([OH:16])[CH:13]=[CH:14][CH:15]=1)([C:4]([CH3:7])([CH3:6])[CH3:5])([CH3:3])[CH3:2].[C:17]([O:20][C:21]1[C:22](=[CH:26][CH:27]=[CH:28][CH:29]=1)[C:23](Cl)=[O:24])(=[O:19])[CH3:18].C(N(CC)CC)C. The yield is 1.00. (4) The yield is 0.750. The reactants are [N+:1]([C:4]1[CH:14]=[CH:13][C:7]2[CH:8]=[CH:9][S:10](=[O:12])(=[O:11])[C:6]=2[CH:5]=1)([O-])=O. The product is [S:10]1(=[O:11])(=[O:12])[C:6]2[CH:5]=[C:4]([NH2:1])[CH:14]=[CH:13][C:7]=2[CH2:8][CH2:9]1. The catalyst is C(O)C.CO.[C].[Pd]. (5) The reactants are Br[C:2]1[CH:3]=[CH:4][C:5]([N+:15]([O-:17])=[O:16])=[C:6]([N:8]2[CH2:13][CH2:12][CH:11]([CH3:14])[CH2:10][CH2:9]2)[CH:7]=1.[CH2:18]([OH:21])[C:19]#[CH:20].C(N(CC)CC)C. The catalyst is O1CCOCC1.CCOC(C)=O.[Cu]I. The product is [CH3:14][CH:11]1[CH2:12][CH2:13][N:8]([C:6]2[CH:7]=[C:2]([C:20]#[C:19][CH2:18][OH:21])[CH:3]=[CH:4][C:5]=2[N+:15]([O-:17])=[O:16])[CH2:9][CH2:10]1. The yield is 0.770. (6) The reactants are [I:1][C:2]1[CH:3]=[C:4]([CH:8]=[CH:9][C:10]=1[CH3:11])[C:5]([OH:7])=O.CN(C(ON1N=NC2[CH:23]=[CH:24][CH:25]=[N:26]C1=2)=[N+](C)C)C.F[P-](F)(F)(F)(F)F.C1C=CC2N(O)N=NC=2C=1.C1(N)CC1.CCN(C(C)C)C(C)C. The catalyst is CN(C=O)C. The product is [CH:25]1([NH:26][C:5](=[O:7])[C:4]2[CH:8]=[CH:9][C:10]([CH3:11])=[C:2]([I:1])[CH:3]=2)[CH2:23][CH2:24]1. The yield is 0.820. (7) The product is [CH3:1][O:2][C:3]1[CH:4]=[CH:5][C:6]([CH:9]2[CH2:10][CH2:11][NH:12][CH2:13]2)=[CH:7][N:8]=1. The reactants are [CH3:1][O:2][C:3]1[N:8]=[CH:7][C:6]([C:9]2[CH2:10][CH2:11][N:12](C(OCC3C=CC=CC=3)=O)[CH:13]=2)=[CH:5][CH:4]=1. The yield is 0.950. The catalyst is CO. (8) The reactants are [I:1][C:2]1[CH:3]=[C:4]2[C:9](=[CH:10][CH:11]=1)[N:8]=[CH:7][NH:6][C:5]2=O.P(Cl)(Cl)([Cl:15])=O.C1(C)C=CC=CC=1.C(N(CC)CC)C. The catalyst is CC(C)=O. The product is [I:1][C:2]1[CH:3]=[C:4]2[C:9](=[CH:10][CH:11]=1)[N:8]=[CH:7][N:6]=[C:5]2[Cl:15]. The yield is 0.890.